From a dataset of Full USPTO retrosynthesis dataset with 1.9M reactions from patents (1976-2016). Predict the reactants needed to synthesize the given product. Given the product [CH:5]1([C:8]2[C:13]([F:26])=[C:12]([I:15])[CH:11]=[C:10]([C:16]([F:19])([F:18])[F:17])[N:9]=2)[CH2:7][CH2:6]1, predict the reactants needed to synthesize it. The reactants are: N([O-])=O.[Na+].[CH:5]1([C:8]2[C:13](N)=[C:12]([I:15])[CH:11]=[C:10]([C:16]([F:19])([F:18])[F:17])[N:9]=2)[CH2:7][CH2:6]1.C1C=CN=CC=1.[FH:26].